Dataset: TCR-epitope binding with 47,182 pairs between 192 epitopes and 23,139 TCRs. Task: Binary Classification. Given a T-cell receptor sequence (or CDR3 region) and an epitope sequence, predict whether binding occurs between them. The epitope is AVFDRKSDAK. The TCR CDR3 sequence is CASSQWGTGQPQHF. Result: 1 (the TCR binds to the epitope).